This data is from Reaction yield outcomes from USPTO patents with 853,638 reactions. The task is: Predict the reaction yield, written as a fraction of the theoretical maximum amount of product (1.0 means a 100% yield; for example, 0.34 means a 34% yield). (1) The reactants are [OH:1][C:2]1([C:13]2[CH:18]=[CH:17][CH:16]=[CH:15][C:14]=2[CH3:19])[CH2:5][N:4]([C:6]([O:8][C:9]([CH3:12])([CH3:11])[CH3:10])=[O:7])[CH2:3]1.[H-].[Na+].[CH2:22]([O:29][CH2:30][CH2:31][CH2:32][CH2:33]Br)[C:23]1[CH:28]=[CH:27][CH:26]=[CH:25][CH:24]=1.O. The catalyst is CN(C)C=O. The product is [CH2:22]([O:29][CH2:30][CH2:31][CH2:32][CH2:33][O:1][C:2]1([C:13]2[CH:18]=[CH:17][CH:16]=[CH:15][C:14]=2[CH3:19])[CH2:5][N:4]([C:6]([O:8][C:9]([CH3:12])([CH3:11])[CH3:10])=[O:7])[CH2:3]1)[C:23]1[CH:28]=[CH:27][CH:26]=[CH:25][CH:24]=1. The yield is 0.800. (2) The reactants are [CH:1]([C:3]1[C:8]2[C:9](=[O:14])[C:10]([CH3:13])([CH3:12])[O:11][C:7]=2[C:6]([CH3:15])=[C:5]([CH3:16])[C:4]=1[N:17]1[CH2:22][CH2:21][N:20]([C:23]2[CH:28]=[CH:27][C:26]([O:29][CH3:30])=[CH:25][CH:24]=2)[CH2:19][CH2:18]1)=[CH2:2]. The catalyst is [C].[Pd].C(O)C. The product is [CH2:1]([C:3]1[C:8]2[C:9](=[O:14])[C:10]([CH3:13])([CH3:12])[O:11][C:7]=2[C:6]([CH3:15])=[C:5]([CH3:16])[C:4]=1[N:17]1[CH2:22][CH2:21][N:20]([C:23]2[CH:24]=[CH:25][C:26]([O:29][CH3:30])=[CH:27][CH:28]=2)[CH2:19][CH2:18]1)[CH3:2]. The yield is 0.360. (3) The reactants are [C:1]1([CH:7]([C:14]2[CH:19]=[CH:18][CH:17]=[CH:16][CH:15]=2)[CH2:8][CH2:9][NH:10][CH2:11][CH2:12][OH:13])[CH:6]=[CH:5][CH:4]=[CH:3][CH:2]=1.N1C=CC=CC=1.[CH:26]1[CH:31]=[CH:30][C:29]([CH2:32][O:33][C:34](Cl)=[O:35])=[CH:28][CH:27]=1. The catalyst is C(Cl)Cl. The product is [C:1]1([CH:7]([C:14]2[CH:19]=[CH:18][CH:17]=[CH:16][CH:15]=2)[CH2:8][CH2:9][N:10]([CH2:11][CH2:12][OH:13])[C:34](=[O:35])[O:33][CH2:32][C:29]2[CH:30]=[CH:31][CH:26]=[CH:27][CH:28]=2)[CH:2]=[CH:3][CH:4]=[CH:5][CH:6]=1. The yield is 0.700.